Predict the product of the given reaction. From a dataset of Forward reaction prediction with 1.9M reactions from USPTO patents (1976-2016). (1) Given the reactants Br[C:2]1[CH:15]=[CH:14][C:5]([C:6]([N:8]2[CH2:13][CH2:12][O:11][CH2:10][CH2:9]2)=[O:7])=[CH:4][CH:3]=1.[Br:16]C1C=C(C=CC=1)C(Cl)=O.N1CCOCC1, predict the reaction product. The product is: [Br:16][C:3]1[CH:4]=[C:5]([CH:14]=[CH:15][CH:2]=1)[C:6]([N:8]1[CH2:13][CH2:12][O:11][CH2:10][CH2:9]1)=[O:7]. (2) Given the reactants [Cl:1][C:2]1[CH:3]=[CH:4][C:5]([O:15]C)=[C:6]([C:8]2[C:9](N)=[N:10][CH:11]=[CH:12][CH:13]=2)[CH:7]=1.N([O-])=O.[Na+], predict the reaction product. The product is: [Cl:1][C:2]1[CH:3]=[CH:4][C:5]2[O:15][C:9]3=[N:10][CH:11]=[CH:12][CH:13]=[C:8]3[C:6]=2[CH:7]=1. (3) Given the reactants C(N(CC)CC)C.[CH3:8][N:9]([CH3:19])[C:10]1[CH:15]=[CH:14][C:13]([N:16]=[C:17]=[O:18])=[CH:12][CH:11]=1.[CH3:20][C:21]1[C:22](=[O:50])[N:23]([C:38]2[CH:45]=[CH:44][C:41]([C:42]#[N:43])=[C:40]([C:46]([F:49])([F:48])[F:47])[CH:39]=2)[C:24](=[O:37])[C:25]=1[CH2:26][CH2:27][CH2:28][CH2:29][CH2:30][N:31]1[CH2:36][CH2:35][NH:34][CH2:33][CH2:32]1, predict the reaction product. The product is: [C:42]([C:41]1[CH:44]=[CH:45][C:38]([N:23]2[C:22](=[O:50])[C:21]([CH3:20])=[C:25]([CH2:26][CH2:27][CH2:28][CH2:29][CH2:30][N:31]3[CH2:36][CH2:35][N:34]([C:17]([NH:16][C:13]4[CH:14]=[CH:15][C:10]([N:9]([CH3:19])[CH3:8])=[CH:11][CH:12]=4)=[O:18])[CH2:33][CH2:32]3)[C:24]2=[O:37])=[CH:39][C:40]=1[C:46]([F:47])([F:49])[F:48])#[N:43]. (4) Given the reactants [NH2:1][C:2]1[CH:3]=[C:4]([C:10]2[CH:15]=[CH:14][C:13]([O:16][C:17]3[CH:22]=[CH:21][CH:20]=[CH:19][C:18]=3[C:23]([CH3:26])([CH3:25])[CH3:24])=[C:12]([NH:27][C:28]([NH:30][C:31]3[CH:36]=[CH:35][C:34]([CH3:37])=[CH:33][CH:32]=3)=[O:29])[CH:11]=2)[CH:5]=[CH:6][C:7]=1[O:8][CH3:9].N1C(C)=CC=CC=1C.[F:46][C:47]([F:60])([F:59])[S:48](O[S:48]([C:47]([F:60])([F:59])[F:46])(=[O:50])=[O:49])(=[O:50])=[O:49], predict the reaction product. The product is: [C:23]([C:18]1[CH:19]=[CH:20][CH:21]=[CH:22][C:17]=1[O:16][C:13]1[CH:14]=[CH:15][C:10]([C:4]2[CH:5]=[CH:6][C:7]([O:8][CH3:9])=[C:2]([NH:1][S:48]([C:47]([F:60])([F:59])[F:46])(=[O:50])=[O:49])[CH:3]=2)=[CH:11][C:12]=1[NH:27][C:28]([NH:30][C:31]1[CH:32]=[CH:33][C:34]([CH3:37])=[CH:35][CH:36]=1)=[O:29])([CH3:26])([CH3:25])[CH3:24]. (5) Given the reactants C[O:2][C:3]1[CH:4]=[C:5]2[C:9](=[CH:10][CH:11]=1)[NH:8][C:7](=[O:12])[C:6]2=[CH:13][C:14]1[NH:15][CH:16]=[CH:17][CH:18]=1.B(Br)(Br)Br, predict the reaction product. The product is: [OH:2][C:3]1[CH:4]=[C:5]2[C:9](=[CH:10][CH:11]=1)[NH:8][C:7](=[O:12])[C:6]2=[CH:13][C:14]1[NH:15][CH:16]=[CH:17][CH:18]=1. (6) The product is: [O:8]=[C:2]1[C:3](=[O:5])[N:17]([C:14]2[CH:13]=[CH:12][C:11]([C:9]#[N:10])=[CH:16][CH:15]=2)[C:18](=[S:19])[N:20]1[CH:21]([CH3:26])[C:22]([CH3:25])([CH3:24])[CH3:23]. Given the reactants Cl[C:2](=[O:8])[C:3]([O:5]CC)=O.[C:9]([C:11]1[CH:16]=[CH:15][C:14]([NH:17][C:18]([NH:20][CH:21]([CH3:26])[C:22]([CH3:25])([CH3:24])[CH3:23])=[S:19])=[CH:13][CH:12]=1)#[N:10], predict the reaction product. (7) Given the reactants [S:1]1[C:5]2[CH:6]=[CH:7][CH:8]=[CH:9][C:4]=2[N:3]=[C:2]1[C:10]1[C:11]([NH2:30])=[N:12][CH:13]=[C:14]([C:16]2[CH:17]=[N:18][N:19]([CH:21]3[CH2:27][CH:26]4[N:28](C)[CH:23]([CH2:24][CH2:25]4)[CH2:22]3)[CH:20]=2)[CH:15]=1.C([O-])([O-])=O.[K+].[K+].Cl[C:38]([O:40][CH2:41][CH3:42])=[O:39], predict the reaction product. The product is: [CH2:41]([O:40][C:38]([N:28]1[CH:26]2[CH2:25][CH2:24][CH:23]1[CH2:22][CH:21]([N:19]1[CH:20]=[C:16]([C:14]3[CH:13]=[N:12][C:11]([NH2:30])=[C:10]([C:2]4[S:1][C:5]5[CH:6]=[CH:7][CH:8]=[CH:9][C:4]=5[N:3]=4)[CH:15]=3)[CH:17]=[N:18]1)[CH2:27]2)=[O:39])[CH3:42]. (8) The product is: [F:1][C:2]1[CH:7]=[CH:6][CH:5]=[C:4]2[C:3]=1[N:14]=[C:15]([N:39]1[CH2:38][CH2:37][N:36]([C:33]3[CH:32]=[CH:31][C:30]([F:29])=[CH:35][CH:34]=3)[CH2:41][CH2:40]1)[N:16]([C:17]1[CH:22]=[C:21]([C:23]([F:26])([F:25])[F:24])[CH:20]=[CH:19][C:18]=1[O:27][CH3:28])[CH:8]2[CH2:9][C:10]([O:12][CH3:13])=[O:11]. Given the reactants [F:1][C:2]1[C:3]([N:14]=[C:15]=[N:16][C:17]2[CH:22]=[C:21]([C:23]([F:26])([F:25])[F:24])[CH:20]=[CH:19][C:18]=2[O:27][CH3:28])=[C:4](/[CH:8]=[CH:9]/[C:10]([O:12][CH3:13])=[O:11])[CH:5]=[CH:6][CH:7]=1.[F:29][C:30]1[CH:35]=[CH:34][C:33]([N:36]2[CH2:41][CH2:40][NH:39][CH2:38][CH2:37]2)=[CH:32][CH:31]=1, predict the reaction product. (9) The product is: [Cl:3][C:4]1[C:5]([C:13]2[CH:18]=[CH:17][C:16]([Cl:19])=[CH:15][C:14]=2[Cl:20])=[N:6][S:7][C:8]=1[C:9]([OH:11])=[O:10]. Given the reactants [OH-].[Na+].[Cl:3][C:4]1[C:5]([C:13]2[CH:18]=[CH:17][C:16]([Cl:19])=[CH:15][C:14]=2[Cl:20])=[N:6][S:7][C:8]=1[C:9]([O:11]C)=[O:10], predict the reaction product.